This data is from Reaction yield outcomes from USPTO patents with 853,638 reactions. The task is: Predict the reaction yield, written as a fraction of the theoretical maximum amount of product (1.0 means a 100% yield; for example, 0.34 means a 34% yield). The reactants are [CH3:1][C:2]([CH2:9][CH2:10][CH2:11][CH:12]([CH3:19])[CH2:13][CH2:14][CH2:15][CH:16]([CH3:18])[CH3:17])=[CH:3][CH2:4][C:5]([O:7][CH3:8])=[O:6].[OH:20][CH2:21][CH:22](CO)[OH:23].C(=O)([O-])[O-].[K+].[K+].Cl. The catalyst is CN(C)C=O. The product is [CH3:1][C:2]([CH2:9][CH2:10][CH2:11][CH:12]([CH3:19])[CH2:13][CH2:14][CH2:15][CH:16]([CH3:18])[CH3:17])=[CH:3][CH2:4][C:5]([O:7][CH2:8][CH:21]([CH2:22][OH:23])[OH:20])=[O:6]. The yield is 0.240.